Dataset: Catalyst prediction with 721,799 reactions and 888 catalyst types from USPTO. Task: Predict which catalyst facilitates the given reaction. Reactant: [CH3:1][O:2][C:3]1[CH:11]=[C:10]2[C:6]([CH2:7][CH2:8][C:9]2=[O:12])=[CH:5][C:4]=1[N:13]1[CH2:18][CH2:17][O:16][CH2:15][CH2:14]1.[CH2:19]([N:26]1[CH2:31][CH2:30][CH:29]([CH:32]=O)[CH2:28][CH2:27]1)[C:20]1[CH:25]=[CH:24][CH:23]=[CH:22][CH:21]=1.C1(C)C=CC(S(O)(=O)=O)=CC=1. Product: [CH2:19]([N:26]1[CH2:31][CH2:30][CH:29](/[CH:32]=[C:8]2/[C:9](=[O:12])[C:10]3[C:6]([CH2:7]/2)=[CH:5][C:4]([N:13]2[CH2:14][CH2:15][O:16][CH2:17][CH2:18]2)=[C:3]([O:2][CH3:1])[CH:11]=3)[CH2:28][CH2:27]1)[C:20]1[CH:25]=[CH:24][CH:23]=[CH:22][CH:21]=1. The catalyst class is: 133.